This data is from Forward reaction prediction with 1.9M reactions from USPTO patents (1976-2016). The task is: Predict the product of the given reaction. (1) The product is: [N:1]1([CH2:6][C:7]2[CH:8]=[C:9]([NH:13][C:14]3[N:23]=[CH:22][C:21]4[C:16](=[CH:17][C:18]([O:25][C@H:26]5[CH2:30][CH2:29][NH:28][CH2:27]5)=[C:19]([C:38]#[N:41])[CH:20]=4)[N:15]=3)[CH:10]=[CH:11][CH:12]=2)[CH:5]=[N:4][CH:3]=[N:2]1.[NH:28]1[CH2:29][CH2:30][CH:26]([O:25][C:18]2[CH:17]=[C:16]3[C:21]([CH:22]=[N:23][CH:14]=[N:15]3)=[CH:20][C:19]=2[C:38]#[N:41])[CH2:27]1. Given the reactants [N:1]1([CH2:6][C:7]2[CH:8]=[C:9]([NH:13][C:14]3[N:23]=[CH:22][C:21]4[C:16](=[CH:17][C:18]([O:25][C@H:26]5[CH2:30][CH2:29][N:28](C(OC(C)(C)C)=O)[CH2:27]5)=[C:19](Br)[CH:20]=4)[N:15]=3)[CH:10]=[CH:11][CH:12]=2)[CH:5]=[N:4][CH:3]=[N:2]1.[CH:38]([N:41](C(C)C)CC)(C)C, predict the reaction product. (2) Given the reactants FC(F)(F)S(O[C:7]1[CH:12]=[CH:11][C:10]([Cl:13])=[CH:9][CH:8]=1)(=O)=O.[P:16]([O-:21])([O:19][CH3:20])[O:17][CH3:18].C(N(CC)CC)C, predict the reaction product. The product is: [Cl:13][C:10]1[CH:11]=[CH:12][C:7]([P:16](=[O:21])([O:19][CH3:20])[O:17][CH3:18])=[CH:8][CH:9]=1.